Dataset: Peptide-MHC class I binding affinity with 185,985 pairs from IEDB/IMGT. Task: Regression. Given a peptide amino acid sequence and an MHC pseudo amino acid sequence, predict their binding affinity value. This is MHC class I binding data. (1) The peptide sequence is RPQASGVYM. The MHC is HLA-A24:02 with pseudo-sequence HLA-A24:02. The binding affinity (normalized) is 0. (2) The peptide sequence is ATTHSWIPK. The MHC is HLA-B15:01 with pseudo-sequence HLA-B15:01. The binding affinity (normalized) is 0.0847. (3) The peptide sequence is LTANESGRLI. The MHC is Mamu-A01 with pseudo-sequence Mamu-A01. The binding affinity (normalized) is 0.660.